From a dataset of CYP2C19 inhibition data for predicting drug metabolism from PubChem BioAssay. Regression/Classification. Given a drug SMILES string, predict its absorption, distribution, metabolism, or excretion properties. Task type varies by dataset: regression for continuous measurements (e.g., permeability, clearance, half-life) or binary classification for categorical outcomes (e.g., BBB penetration, CYP inhibition). Dataset: cyp2c19_veith. (1) The molecule is COC(=O)[C@@]1(Cc2ccc(F)cc2)[C@H]2c3cc(C(=O)N4CCCC4)n(CCSCCO)c3C[C@H]2CN1C(=O)c1ccccc1. The result is 0 (non-inhibitor). (2) The molecule is CCOC(=O)c1c(C)c(C(=O)N2CCCCCC2)c(C)n1C. The result is 1 (inhibitor). (3) The compound is O=C(N/N=C1/C[C@@H](O)[C@@H](O)[C@@H]2[C@@H]3C(=O)N(c4cccc(Oc5ccccc5)c4)C(=O)[C@H]3CC[C@@H]12)OCc1ccccc1. The result is 0 (non-inhibitor). (4) The drug is CC(=O)OC[C@@H]1O[C@H](C/C=N\OC[C@@H](C)[C@H](OCc2ccccc2)C(C)C)C=C[C@@H]1OC(C)=O. The result is 0 (non-inhibitor). (5) The drug is COc1ccc([C@@H]2Sc3ccccc3N(CCN(C)C)C(=O)[C@@H]2OC(C)=O)cc1. The result is 0 (non-inhibitor). (6) The drug is CCN1C(=O)[C@H]2CC[C@H]3/C(=N\O[C@@H](C)CN4CCCCc5nc(C)c(C)cc54)C[C@@H](O)[C@@H](O)[C@@H]3[C@@H]2C1=O. The result is 0 (non-inhibitor). (7) The compound is CCCCn1c(O)c(C(CC)=NCc2ccc(F)cc2)c(=O)[nH]c1=O. The result is 1 (inhibitor).